This data is from Peptide-MHC class II binding affinity with 134,281 pairs from IEDB. The task is: Regression. Given a peptide amino acid sequence and an MHC pseudo amino acid sequence, predict their binding affinity value. This is MHC class II binding data. (1) The binding affinity (normalized) is 0.781. The MHC is HLA-DPA10301-DPB10402 with pseudo-sequence HLA-DPA10301-DPB10402. The peptide sequence is GGFMTTAFQYIIDNKG. (2) The peptide sequence is YDKFLANVSTVLTGI. The MHC is DRB1_0701 with pseudo-sequence DRB1_0701. The binding affinity (normalized) is 0.905. (3) The peptide sequence is ASNPNYLAILVKYVD. The MHC is DRB1_1302 with pseudo-sequence DRB1_1302. The binding affinity (normalized) is 0.456. (4) The peptide sequence is LQLIRLAASLQHYGL. The binding affinity (normalized) is 0. The MHC is HLA-DQA10501-DQB10201 with pseudo-sequence HLA-DQA10501-DQB10201. (5) The peptide sequence is LQPETFAVVDLNKMR. The MHC is DRB1_0802 with pseudo-sequence DRB1_0802. The binding affinity (normalized) is 0.338. (6) The peptide sequence is AYAAQGYKVLVLNPSVAA. The MHC is DRB1_0404 with pseudo-sequence DRB1_0404. The binding affinity (normalized) is 0.642.